From a dataset of Reaction yield outcomes from USPTO patents with 853,638 reactions. Predict the reaction yield, written as a fraction of the theoretical maximum amount of product (1.0 means a 100% yield; for example, 0.34 means a 34% yield). (1) The reactants are C[Si](C)(C)[N-][Si](C)(C)C.[Li+].[Si]([O:18][CH2:19][C@H:20]1[CH2:25][C:24]([C:26]2[N:27]=[C:28]([SH:31])[S:29][CH:30]=2)=[CH:23][CH2:22][N:21]1[C:32]([O:34][CH2:35][CH:36]=[CH2:37])=[O:33])(C(C)(C)C)(C)C.O(P(OC1C=CC=CC=1)O[C:47]1[CH:53]([CH3:54])[CH:52]2[N:49]([C:50](=[O:62])[CH:51]2[C@H:55]([O:57][Si](C)(C)C)[CH3:56])[C:48]=1[C:63]([O-:65])=[O:64])C1C=CC=CC=1.C(#N)C.[F-].[CH2:77]([N+](CCCC)(CCCC)CCCC)[CH2:78][CH2:79]C. The catalyst is C1COCC1.C(O)(=O)C. The product is [CH2:35]([O:34][C:32]([N:21]1[CH2:22][CH:23]=[C:24]([C:26]2[N:27]=[C:28]([S:31][C:47]3[C@H:53]([CH3:54])[C@H:52]4[N:49]([C:50](=[O:62])[C@@H:51]4[C@H:55]([OH:57])[CH3:56])[C:48]=3[C:63]([O:65][CH2:79][CH:78]=[CH2:77])=[O:64])[S:29][CH:30]=2)[CH2:25][C@@H:20]1[CH2:19][OH:18])=[O:33])[CH:36]=[CH2:37]. The yield is 0.680. (2) The product is [CH2:7]([N:11]([CH2:12][CH2:13][CH2:14][CH3:15])[C:17]1[CH:22]=[CH:21][C:20]([CH3:23])=[CH:19][CH:18]=1)[CH2:8][CH2:9][CH3:10]. The yield is 0.950. The catalyst is C1C=CC(/C=C/C(/C=C/C2C=CC=CC=2)=O)=CC=1.C1C=CC(/C=C/C(/C=C/C2C=CC=CC=2)=O)=CC=1.C1C=CC(/C=C/C(/C=C/C2C=CC=CC=2)=O)=CC=1.[Pd].[Pd].C1(C)C=CC=CC=1. The reactants are CC([O-])(C)C.[Na+].[CH2:7]([NH:11][CH2:12][CH2:13][CH2:14][CH3:15])[CH2:8][CH2:9][CH3:10].Cl[C:17]1[CH:22]=[CH:21][C:20]([CH3:23])=[CH:19][CH:18]=1. (3) The reactants are [F:1][C:2]([F:34])([F:33])[O:3][C:4]1[CH:9]=[CH:8][CH:7]=[CH:6][C:5]=1[NH:10][C:11](=[O:32])[NH:12][C:13]1[CH:18]=[CH:17][C:16]([C:19]2[N:23]3[CH:24]=[CH:25][N:26]=[C:27]([C:28]([O:30]C)=[O:29])[C:22]3=[N:21][N:20]=2)=[CH:15][CH:14]=1.C[Si](C)(C)[O-].[K+].Cl. The catalyst is C1COCC1.CCOC(C)=O. The product is [F:34][C:2]([F:1])([F:33])[O:3][C:4]1[CH:9]=[CH:8][CH:7]=[CH:6][C:5]=1[NH:10][C:11](=[O:32])[NH:12][C:13]1[CH:14]=[CH:15][C:16]([C:19]2[N:23]3[CH:24]=[CH:25][N:26]=[C:27]([C:28]([OH:30])=[O:29])[C:22]3=[N:21][N:20]=2)=[CH:17][CH:18]=1. The yield is 1.00. (4) The reactants are [Br:1][C:2]1[CH:3]=[CH:4][C:5]2[C:11](=[O:12])[CH2:10][CH2:9][CH2:8][O:7][C:6]=2[CH:13]=1.C1CCCCC1.CO[CH:22](OC)[N:23]([CH3:25])[CH3:24]. No catalyst specified. The product is [Br:1][C:2]1[CH:3]=[CH:4][C:5]2[C:11](=[O:12])/[C:10](=[CH:22]/[N:23]([CH3:25])[CH3:24])/[CH2:9][CH2:8][O:7][C:6]=2[CH:13]=1. The yield is 0.860. (5) The reactants are [CH3:1][O:2][C:3]([C:5]1[CH:10]=[N:9][C:8](O)=[C:7]([Br:12])[N:6]=1)=[O:4].O=P(Cl)(Cl)[Cl:15]. No catalyst specified. The product is [CH3:1][O:2][C:3]([C:5]1[CH:10]=[N:9][C:8]([Cl:15])=[C:7]([Br:12])[N:6]=1)=[O:4]. The yield is 0.290. (6) The reactants are [N+:1]([C:4]1[CH:9]=[CH:8][C:7]([N:10]2[CH:14]3[CH2:15][CH2:16][CH:11]2[CH2:12][CH2:13]3)=[CH:6][C:5]=1[C:17]([F:20])([F:19])[F:18])([O-])=O. The catalyst is [Pd]. The product is [CH:11]12[N:10]([C:7]3[CH:8]=[CH:9][C:4]([NH2:1])=[C:5]([C:17]([F:20])([F:18])[F:19])[CH:6]=3)[CH:14]([CH2:13][CH2:12]1)[CH2:15][CH2:16]2. The yield is 0.910. (7) The reactants are [CH3:1][C:2]1[CH:27]=[C:26]([CH3:28])[CH:25]=[CH:24][C:3]=1[CH2:4][C:5]1[CH:14]=[C:13]2[C:8]([CH:9]=[C:10]([C:19]([O:21]CC)=[O:20])[CH:11]([C:15]([F:18])([F:17])[F:16])[O:12]2)=[CH:7][CH:6]=1.[Li+].[OH-]. No catalyst specified. The product is [CH3:1][C:2]1[CH:27]=[C:26]([CH3:28])[CH:25]=[CH:24][C:3]=1[CH2:4][C:5]1[CH:14]=[C:13]2[C:8]([CH:9]=[C:10]([C:19]([OH:21])=[O:20])[CH:11]([C:15]([F:18])([F:17])[F:16])[O:12]2)=[CH:7][CH:6]=1. The yield is 0.930. (8) The reactants are [I:1][C:2]1[C:3]([C:8](O)=[O:9])=[N:4][CH:5]=[CH:6][CH:7]=1.ClC1C(CO)=CC(F)=C(Cl)N=1. No catalyst specified. The product is [I:1][C:2]1[C:3]([CH2:8][OH:9])=[N:4][CH:5]=[CH:6][CH:7]=1. The yield is 0.100. (9) The reactants are CN1CCOCC1.CN(C(ON1N=NC2C=CC=CC1=2)=[N+](C)C)C.F[P-](F)(F)(F)(F)F.O.ON1C2C=CC=CC=2N=N1.[CH3:43][N:44]([CH3:54])[C:45]1[CH:53]=[CH:52][C:48]([C:49]([OH:51])=O)=[CH:47][CH:46]=1.[NH2:55][C@@H:56]([CH2:79][CH:80]([CH3:82])[CH3:81])[C:57]([N:59]1[CH2:63][CH2:62][C@H:61]2[N:64]([C:71](=[O:78])[C:72]3[CH:77]=[CH:76][CH:75]=[CH:74][CH:73]=3)[CH2:65][C:66]([O:69][CH3:70])([O:67][CH3:68])[C@@H:60]12)=[O:58]. The catalyst is CN(C)C=O. The product is [C:71]([N:64]1[C@H:61]2[C@H:60]([N:59]([C:57]([C@@H:56]([NH:55][C:49](=[O:51])[C:48]3[CH:47]=[CH:46][C:45]([N:44]([CH3:43])[CH3:54])=[CH:53][CH:52]=3)[CH2:79][CH:80]([CH3:82])[CH3:81])=[O:58])[CH2:63][CH2:62]2)[C:66]([O:67][CH3:68])([O:69][CH3:70])[CH2:65]1)(=[O:78])[C:72]1[CH:73]=[CH:74][CH:75]=[CH:76][CH:77]=1. The yield is 0.680.